This data is from Full USPTO retrosynthesis dataset with 1.9M reactions from patents (1976-2016). The task is: Predict the reactants needed to synthesize the given product. (1) Given the product [Cl:19][C:20]1[CH:25]=[C:24]([Cl:26])[CH:23]=[CH:22][C:21]=1[CH2:27][CH:5]1[CH2:6][CH2:7][NH:3][C:4]1=[O:8], predict the reactants needed to synthesize it. The reactants are: C[Si](C)(C)[N:3]1[CH2:7][CH2:6][CH2:5][C:4]1=[O:8].[Li+].CC([N-]C(C)C)C.[Cl:19][C:20]1[CH:25]=[C:24]([Cl:26])[CH:23]=[CH:22][C:21]=1[CH2:27]Cl.O. (2) Given the product [CH3:1][O:2][C:3]1[CH:4]=[C:5]2[C:10](=[CH:11][CH:12]=1)[CH:9]=[C:8]([CH2:13][N:14]1[CH:19]=[CH:18][CH:17]=[C:16]([C:20]([OH:22])=[O:21])[C:15]1=[O:25])[CH:7]=[CH:6]2, predict the reactants needed to synthesize it. The reactants are: [CH3:1][O:2][C:3]1[CH:4]=[C:5]2[C:10](=[CH:11][CH:12]=1)[CH:9]=[C:8]([CH2:13][N:14]1[CH:19]=[CH:18][CH:17]=[C:16]([C:20]([O:22]CC)=[O:21])[C:15]1=[O:25])[CH:7]=[CH:6]2.[OH-].[Na+]. (3) The reactants are: Br[C:2]1[C:7](Cl)=[CH:6][CH:5]=[CH:4][C:3]=1[Cl:9].C([Mg]Cl)(C)C.O1CCCC1.[CH3:20][C:21]([CH3:27])=[C:22]1[CH:26]=[CH:25][CH:24]=[CH:23]1. Given the product [Cl:9][C:3]1[CH:4]=[CH:5][CH:6]=[C:7]2[C:2]=1[CH:23]1[C:22](=[C:21]([CH3:27])[CH3:20])[CH:26]2[CH:25]=[CH:24]1, predict the reactants needed to synthesize it.